This data is from Full USPTO retrosynthesis dataset with 1.9M reactions from patents (1976-2016). The task is: Predict the reactants needed to synthesize the given product. (1) The reactants are: [CH3:1][C:2]1[C:6]([C:7]2[CH:16]=[C:15]3[C:10]([C:11]([NH:18][CH:19]([C:21]4[CH:22]=[N:23][N:24]([CH3:26])[CH:25]=4)[CH3:20])=[C:12]([NH2:17])[CH:13]=[N:14]3)=[CH:9][C:8]=2[O:27][CH3:28])=[C:5]([CH3:29])[O:4][N:3]=1.[CH2:30]([N:32]=[C:33]=S)[CH3:31]. Given the product [CH3:1][C:2]1[C:6]([C:7]2[C:8]([O:27][CH3:28])=[CH:9][C:10]3[C:11]4[N:18]([CH:19]([C:21]5[CH:22]=[N:23][N:24]([CH3:26])[CH:25]=5)[CH3:20])[C:33]([NH:32][CH2:30][CH3:31])=[N:17][C:12]=4[CH:13]=[N:14][C:15]=3[CH:16]=2)=[C:5]([CH3:29])[O:4][N:3]=1, predict the reactants needed to synthesize it. (2) Given the product [CH3:18][O:19][CH:20]([O:25][CH3:26])[C:21]([CH:2]1[CH2:3][CH2:4][CH2:5][CH2:6][C:1]1=[O:7])=[O:22], predict the reactants needed to synthesize it. The reactants are: [C:1]1(=[O:7])[CH2:6][CH2:5][CH2:4][CH2:3][CH2:2]1.[Li+].C[Si]([N-][Si](C)(C)C)(C)C.[CH3:18][O:19][CH:20]([O:25][CH3:26])[C:21](OC)=[O:22]. (3) Given the product [NH2:9][C:10]([NH2:15])=[S:11].[CH3:12][C:13]([N:15]([C:1](=[O:8])[C:2]1[CH:7]=[CH:6][CH:5]=[CH:4][CH:3]=1)[C:16]([CH3:18])=[O:17])=[O:14], predict the reactants needed to synthesize it. The reactants are: [C:1]([N:9]=[C:10]=[S:11])(=[O:8])[C:2]1[CH:7]=[CH:6][CH:5]=[CH:4][CH:3]=1.[CH3:12][C:13]([NH:15][C:16]([CH3:18])=[O:17])=[O:14].CC(C)=O. (4) Given the product [CH3:26][C:27]1[CH:28]=[CH:29][C:30]([C:4]([C:6]2[C:15](=[O:16])[C:14]3[C:9](=[CH:10][CH:11]=[CH:12][CH:13]=3)[N:8]([CH2:17][C:18]3[CH:23]=[CH:22][CH:21]=[C:20]([CH3:24])[N:19]=3)[CH:7]=2)=[O:5])=[N:31][CH:32]=1, predict the reactants needed to synthesize it. The reactants are: CON(C)[C:4]([C:6]1[C:15](=[O:16])[C:14]2[C:9](=[CH:10][CH:11]=[CH:12][CH:13]=2)[N:8]([CH2:17][C:18]2[CH:23]=[CH:22][CH:21]=[C:20]([CH3:24])[N:19]=2)[CH:7]=1)=[O:5].[CH3:26][C:27]1[CH:28]=[CH:29][C:30]([Mg]Br)=[N:31][CH:32]=1. (5) The reactants are: Br[C:2]1[CH:3]=[C:4]([N+:20]([O-:22])=[O:21])[C:5]([O:12][CH2:13][CH2:14][CH2:15][C:16]([F:19])([F:18])[F:17])=[C:6]([CH2:8]/[CH:9]=[CH:10]/[CH3:11])[CH:7]=1.P([O-])([O-])([O-])=O.[K+].[K+].[K+].O.[CH2:32](O)[CH3:33]. Given the product [CH2:8]([C:6]1[CH:7]=[C:2]([CH:32]=[CH2:33])[CH:3]=[C:4]([N+:20]([O-:22])=[O:21])[C:5]=1[O:12][CH2:13][CH2:14][CH2:15][C:16]([F:19])([F:18])[F:17])/[CH:9]=[CH:10]/[CH3:11], predict the reactants needed to synthesize it. (6) Given the product [C:1]([C:3]1[N:7]([CH:8]2[CH2:13][CH2:12][N:11]([C:14]([O:16][CH:17]([CH3:19])[CH3:18])=[O:15])[CH2:10][CH2:9]2)[N:6]=[CH:5][C:4]=1[CH2:20][NH:42][C:41]1[C:36]([CH3:35])=[N:37][C:38]([N:43]2[CH:47]=[N:46][CH:45]=[N:44]2)=[CH:39][CH:40]=1)#[N:2], predict the reactants needed to synthesize it. The reactants are: [C:1]([C:3]1[N:7]([CH:8]2[CH2:13][CH2:12][N:11]([C:14]([O:16][CH:17]([CH3:19])[CH3:18])=[O:15])[CH2:10][CH2:9]2)[N:6]=[CH:5][C:4]=1[CH2:20]OS(C)(=O)=O)#[N:2].C(N(CC)C(C)C)(C)C.[CH3:35][C:36]1[C:41]([NH2:42])=[CH:40][CH:39]=[C:38]([N:43]2[CH:47]=[N:46][CH:45]=[N:44]2)[N:37]=1. (7) Given the product [CH:1]([C:5]1[C:10]([O:11][CH3:12])=[CH:9][CH:8]=[CH:7][C:6]=1[OH:13])([CH2:3][CH3:4])[CH3:2], predict the reactants needed to synthesize it. The reactants are: [CH:1]([C:5]1[C:10]([O:11][CH3:12])=[CH:9][CH:8]=[CH:7][C:6]=1[O:13]C)([CH2:3][CH3:4])[CH3:2].B(Br)(Br)Br.